This data is from Reaction yield outcomes from USPTO patents with 853,638 reactions. The task is: Predict the reaction yield, written as a fraction of the theoretical maximum amount of product (1.0 means a 100% yield; for example, 0.34 means a 34% yield). (1) The reactants are Br[C:2]1[CH:6]=[CH:5][O:4][C:3]=1[C:7]1[CH:12]=[CH:11][CH:10]=[CH:9][CH:8]=1.[B:13](OC(C)C)([O:18]C(C)C)[O:14]C(C)C.[Li]CCCC. The catalyst is C1COCC1.Cl. The product is [C:7]1([C:3]2[O:4][CH:5]=[CH:6][C:2]=2[B:13]([OH:18])[OH:14])[CH:12]=[CH:11][CH:10]=[CH:9][CH:8]=1. The yield is 0.400. (2) The reactants are [NH2:1][C:2]1[CH:3]=[C:4]2[C:8](=[CH:9][CH:10]=1)[N:7]([CH2:11][CH2:12][N:13]([CH2:16][CH3:17])[CH2:14][CH3:15])[CH:6]=[CH:5]2.[CH:18]1[C:27]2[C:22](=[CH:23][CH:24]=[CH:25][CH:26]=2)[CH:21]=[CH:20][C:19]=1[S:28](Cl)(=[O:30])=[O:29]. No catalyst specified. The product is [CH2:14]([N:13]([CH2:16][CH3:17])[CH2:12][CH2:11][N:7]1[C:8]2[C:4](=[CH:3][C:2]([NH:1][S:28]([C:19]3[CH:20]=[CH:21][C:22]4[C:27](=[CH:26][CH:25]=[CH:24][CH:23]=4)[CH:18]=3)(=[O:30])=[O:29])=[CH:10][CH:9]=2)[CH:5]=[CH:6]1)[CH3:15]. The yield is 0.450. (3) The reactants are [CH2:1]([O:3][C:4](=[O:13])[CH2:5][C@H:6]1[CH2:11][CH2:10][C@H:9]([NH2:12])[CH2:8][CH2:7]1)[CH3:2].[C:14]([O:18][C:19](O[C:19]([O:18][C:14]([CH3:17])([CH3:16])[CH3:15])=[O:20])=[O:20])([CH3:17])([CH3:16])[CH3:15].C(N(CC)CC)C.O. The catalyst is ClCCl.CN(C)C1C=CN=CC=1. The product is [CH2:1]([O:3][C:4](=[O:13])[CH2:5][C@H:6]1[CH2:7][CH2:8][C@H:9]([NH:12][C:19]([O:18][C:14]([CH3:17])([CH3:16])[CH3:15])=[O:20])[CH2:10][CH2:11]1)[CH3:2]. The yield is 0.600.